Dataset: Reaction yield outcomes from USPTO patents with 853,638 reactions. Task: Predict the reaction yield, written as a fraction of the theoretical maximum amount of product (1.0 means a 100% yield; for example, 0.34 means a 34% yield). (1) The reactants are S(Cl)([Cl:3])=O.CN(C)C=O.[CH2:10]([O:17][C:18]1[CH:27]=[C:26]2[C:21]([C:22](=O)[CH:23]=[CH:24][NH:25]2)=[CH:20][C:19]=1[C:29]([O:31]C1C=CC=CC=1)=O)[C:11]1[CH:16]=[CH:15][CH:14]=[CH:13][CH:12]=1.[CH2:38]([NH2:40])[CH3:39]. The catalyst is O.C(OCC)(=O)C. The product is [CH2:38]([NH:40][C:29]([C:19]1[CH:20]=[C:21]2[C:26](=[CH:27][C:18]=1[O:17][CH2:10][C:11]1[CH:12]=[CH:13][CH:14]=[CH:15][CH:16]=1)[N:25]=[CH:24][CH:23]=[C:22]2[Cl:3])=[O:31])[CH3:39]. The yield is 0.340. (2) The reactants are [NH2:1][C:2]1[S:6][N:5]=[C:4]([CH3:7])[C:3]=1[C:8]([NH:10][C:11]1[CH:16]=[CH:15][CH:14]=[CH:13][C:12]=1[CH2:17][CH3:18])=[O:9].I[C:20]1[CH:21]=[C:22]([CH:25]=[CH:26][N:27]=1)[C:23]#[N:24].C(=O)([O-])[O-].[Cs+].[Cs+].CC1(C)C2C(=C(P(C3C=CC=CC=3)C3C=CC=CC=3)C=CC=2)OC2C(P(C3C=CC=CC=3)C3C=CC=CC=3)=CC=CC1=2. The catalyst is O1CCOCC1.CN(C=O)C.C([O-])(=O)C.[Pd+2].C([O-])(=O)C. The product is [C:23]([C:22]1[CH:25]=[CH:26][N:27]=[C:20]([NH:1][C:2]2[S:6][N:5]=[C:4]([CH3:7])[C:3]=2[C:8]([NH:10][C:11]2[CH:16]=[CH:15][CH:14]=[CH:13][C:12]=2[CH2:17][CH3:18])=[O:9])[CH:21]=1)#[N:24]. The yield is 0.400.